This data is from Catalyst prediction with 721,799 reactions and 888 catalyst types from USPTO. The task is: Predict which catalyst facilitates the given reaction. (1) Reactant: [Si]([O:8][C:9]1[CH:10]=[CH:11][C:12]([C:31]2[CH:32]=[C:33]3[C:37](=[CH:38][CH:39]=2)[CH:36]([O:40][Si](C(C)(C)C)(C)C)[CH2:35][CH2:34]3)=[C:13]([NH:15][C:16]2[CH:21]=[CH:20][C:19]([O:22][CH2:23][CH2:24][N:25]3[CH2:30][CH2:29][CH2:28][CH2:27][CH2:26]3)=[CH:18][CH:17]=2)[CH:14]=1)(C(C)(C)C)(C)C.[F-].C([N+](CCCC)(CCCC)CCCC)CCC.[Cl-].[NH4+]. Product: [OH:8][C:9]1[CH:10]=[CH:11][C:12]([C:31]2[CH:32]=[C:33]3[C:37](=[CH:38][CH:39]=2)[CH:36]([OH:40])[CH2:35][CH2:34]3)=[C:13]([NH:15][C:16]2[CH:21]=[CH:20][C:19]([O:22][CH2:23][CH2:24][N:25]3[CH2:30][CH2:29][CH2:28][CH2:27][CH2:26]3)=[CH:18][CH:17]=2)[CH:14]=1. The catalyst class is: 7. (2) Reactant: [OH:1][C:2]1[CH:3]=[C:4]([CH:9]=[CH:10][C:11]=1[O:12][CH3:13])[C:5]([O:7][CH3:8])=[O:6].[C:14]([O-])(=[O:16])[CH3:15].[Na+]. Product: [C:14]([O:1][C:2]1[CH:3]=[C:4]([CH:9]=[CH:10][C:11]=1[O:12][CH3:13])[C:5]([O:7][CH3:8])=[O:6])(=[O:16])[CH3:15]. The catalyst class is: 152.